This data is from Full USPTO retrosynthesis dataset with 1.9M reactions from patents (1976-2016). The task is: Predict the reactants needed to synthesize the given product. Given the product [O:13]=[C:7]([C:5]1[N:6]=[C:2]([NH:1][S:23]([C:16]2[C:17]([Cl:22])=[CH:18][C:19]([Cl:21])=[CH:20][C:15]=2[Cl:14])(=[O:25])=[O:24])[S:3][CH:4]=1)[C:8]([O:10][CH2:11][CH3:12])=[O:9], predict the reactants needed to synthesize it. The reactants are: [NH2:1][C:2]1[S:3][CH:4]=[C:5]([C:7](=[O:13])[C:8]([O:10][CH2:11][CH3:12])=[O:9])[N:6]=1.[Cl:14][C:15]1[CH:20]=[C:19]([Cl:21])[CH:18]=[C:17]([Cl:22])[C:16]=1[S:23](Cl)(=[O:25])=[O:24].